From a dataset of TAP: 5 developability metrics (CDR length, charge patches, hydrophobicity). Multi-output Regression. Predict 5 antibody developability metrics. (1) The antibody is ["['EVQLVESGGGVVQPGRSLRLSCSASGFTFSGYGLSWVRQAPGKGLEWVAMISSGGSYTYYADSVKGRFAISRDNAKNTLFLQMDSLRPEDTGVYFCARHGDDPAWFAYWGQGTPVTVSS'\\n 'DIQLTQSPSSLSASVGDRVTITCSVSSSISSNNLHWYQQKPGKAPKPWIYGTSNLASGVPSRFSGSGSGTDYTFTISSLQPEDIATYYCQQWSSYPYMYTFGQGTKVEIK']"]. Developability metrics: CDR_Length=49.0, PSH=113, PPC=0, PNC=1.08, SFvCSP=0.100. (2) Developability metrics: CDR_Length=45.0, PSH=126, PPC=0, PNC=0.568, SFvCSP=1.00. The antibody is ["['EVQLVQSGAEVKKPGESLKISCKGSGYIFTNYWIAWVRQMPGKGLESMGIIYPGDSDIRYSPSFQGQVTISADKSITTAYLQWSSLKASDTAMYYCARHDIEGFDYWGRGTLVTVSS'\\n 'EIVLTQSPGTLSLSPGERATLSCRASQSVSSSFFAWYQQKPGQAPRLLIYGASSRATGIPDRLSGSGSGTDFTLTITRLEPEDFAVYYCQQYDSSAITFGQGTRLEIK']"]. (3) The antibody is ["['QVQLVQSGAEVKKPGSSVKVSCKASGGTFSSYGISWVRQAPGQGLEWMGGIIPIFGTANYAQKFQGRVTITADESTSTAYMELSSLRSEDTAVYYCARYDGIYGELDFWGQGTLVTVSS'\\n 'EIVLTQSPATLSLSPGERATLSCRASQSVSDAYLAWYQQKPGQAPRLLIYDASSRATGVPARFSGSGSGTDFTLTISSLEPEDFAVYYCHQYIQLHSFTFGQGTKVEIK']"]. Developability metrics: CDR_Length=48.0, PSH=101, PPC=0, PNC=0.315, SFvCSP=0. (4) The antibody is ["['QVQLQQSGPELEKPGASVKISCKASGYSFTGYTMNWVKQSHGKSLEWIGLITPYNGASSYNQKFRGKATLTVDKSSSTAYMDLLSLTSEDSAVYFCARGGYDGRGFDYWGSGTPVTVSS'\\n 'DIELTQSPAIMSASPGEKVTMTCSASSSVSYMHWYQQKSGTSPKRWIYDTSKLASGVPGRFSGSGSGNSYSLTISSVEAEDDATYYCQQWSKHPLTFGSGTKVEIK']"]. Developability metrics: CDR_Length=45.0, PSH=101, PPC=0.115, PNC=0.0916, SFvCSP=3.41. (5) The antibody is ["['EVQLVESGGGLVQPGGSLRLSCATSGYTFTEYIIHWVRQAPGKGLEWVASINPDYDITNYNQRFKGRFTISLDKSKRTAYLQMNSLRAEDTAVYYCASWISDFFDYWGQGTLVTVSS'\\n 'DIQMTQSPSSLSASVGDRVTITCRASQSVSTSSYSYMHWYQQKPGKAPKVLISYASNLESGVPSRFSGSGSGTDFTLTISSLQPEDFATYYCQHSWGIPRTFGQGTKVEIK']"]. Developability metrics: CDR_Length=48.0, PSH=115, PPC=0, PNC=0.510, SFvCSP=0.